Dataset: Forward reaction prediction with 1.9M reactions from USPTO patents (1976-2016). Task: Predict the product of the given reaction. (1) Given the reactants [Cl:1][C:2]1[C:7]([N+:8]([O-:10])=[O:9])=[CH:6][CH:5]=[C:4]([Cl:11])[C:3]=1[S:12](Cl)(=[O:14])=[O:13].[CH2:16]([NH2:19])[CH2:17][CH3:18].C(N(CC)CC)C, predict the reaction product. The product is: [CH2:16]([NH:19][S:12]([C:3]1[C:4]([Cl:11])=[CH:5][CH:6]=[C:7]([N+:8]([O-:10])=[O:9])[C:2]=1[Cl:1])(=[O:14])=[O:13])[CH2:17][CH3:18]. (2) The product is: [Cl:1][C:2]1[CH:3]=[C:4]([C:9]2[C:10]([O:25][CH2:26][C:27]([F:30])([F:28])[F:29])=[N:11][CH:12]=[C:13]([CH:24]=2)[C:14]([NH:16][CH2:17]/[C:18](=[N:34]/[O:33][CH3:32])/[C:19]([F:20])([F:21])[F:22])=[O:15])[CH:5]=[CH:6][C:7]=1[Cl:8]. Given the reactants [Cl:1][C:2]1[CH:3]=[C:4]([C:9]2[C:10]([O:25][CH2:26][C:27]([F:30])([F:29])[F:28])=[N:11][CH:12]=[C:13]([CH:24]=2)[C:14]([NH:16][CH2:17][C:18](=O)[C:19]([F:22])([F:21])[F:20])=[O:15])[CH:5]=[CH:6][C:7]=1[Cl:8].Cl.[CH3:32][O:33][NH2:34], predict the reaction product. (3) Given the reactants Cl.[NH2:2][C@@H:3]([CH2:24][CH:25]1[CH2:30][CH2:29][CH2:28][CH2:27][CH2:26]1)[C:4]([NH:6][C@H:7]1[CH2:13][CH2:12][CH2:11][N:10]([S:14]([C:17]2[CH:22]=[CH:21][CH:20]=[CH:19][N:18]=2)(=[O:16])=[O:15])[CH2:9][C@@H:8]1[OH:23])=[O:5].[CH3:31][N:32]1[CH:36]=[CH:35][N:34]=[C:33]1[C:37](O)=[O:38].CC(OI1(OC(C)=O)(OC(C)=O)OC(=O)C2C=CC=CC1=2)=O, predict the reaction product. The product is: [CH:25]1([CH2:24][C@H:3]([NH:2][C:37]([C:33]2[N:32]([CH3:31])[CH:36]=[CH:35][N:34]=2)=[O:38])[C:4](=[O:5])[NH:6][C@H:7]2[CH2:13][CH2:12][CH2:11][N:10]([S:14]([C:17]3[CH:22]=[CH:21][CH:20]=[CH:19][N:18]=3)(=[O:15])=[O:16])[CH2:9][C:8]2=[O:23])[CH2:30][CH2:29][CH2:28][CH2:27][CH2:26]1. (4) Given the reactants [Si:1]([O:18][CH2:19][C:20]([NH:24][C:25](=S)[NH:26][C:27]1[CH:32]=[CH:31][C:30](/[N:33]=[CH:34]/[N:35](C)C)=[C:29]([C:38]#N)[CH:28]=1)([CH3:23])[CH2:21][OH:22])([C:14]([CH3:17])([CH3:16])[CH3:15])([C:8]1[CH:13]=[CH:12][CH:11]=[CH:10][CH:9]=1)[C:2]1[CH:7]=[CH:6][CH:5]=[CH:4][CH:3]=1.[N:41]1[CH:42]=[N:43][N:44]2[CH:49]=[CH:48][C:47]([O:50][C:51]3[CH:56]=[CH:55][C:54]([NH2:57])=[CH:53][C:52]=3[CH3:58])=[CH:46][C:45]=12, predict the reaction product. The product is: [N:41]1[CH:42]=[N:43][N:44]2[CH:49]=[CH:48][C:47]([O:50][C:51]3[CH:56]=[CH:55][C:54]([NH:57][C:38]4[C:29]5[C:30](=[CH:31][CH:32]=[C:27]([NH:26][C:25]6[O:22][CH2:21][C:20]([CH2:19][O:18][Si:1]([C:14]([CH3:17])([CH3:16])[CH3:15])([C:8]7[CH:9]=[CH:10][CH:11]=[CH:12][CH:13]=7)[C:2]7[CH:7]=[CH:6][CH:5]=[CH:4][CH:3]=7)([CH3:23])[N:24]=6)[CH:28]=5)[N:33]=[CH:34][N:35]=4)=[CH:53][C:52]=3[CH3:58])=[CH:46][C:45]=12.